Dataset: Peptide-MHC class I binding affinity with 185,985 pairs from IEDB/IMGT. Task: Regression. Given a peptide amino acid sequence and an MHC pseudo amino acid sequence, predict their binding affinity value. This is MHC class I binding data. (1) The peptide sequence is QGMSPSYVK. The MHC is Mamu-B6601 with pseudo-sequence Mamu-B6601. The binding affinity (normalized) is 1.00. (2) The peptide sequence is LLWFHISCL. The binding affinity (normalized) is 0. The MHC is HLA-A68:02 with pseudo-sequence HLA-A68:02. (3) The peptide sequence is STIPPSRSM. The MHC is Mamu-A2201 with pseudo-sequence Mamu-A2201. The binding affinity (normalized) is 0.214. (4) The binding affinity (normalized) is 0.0847. The MHC is HLA-A02:01 with pseudo-sequence HLA-A02:01. The peptide sequence is NTSTCFQEY. (5) The peptide sequence is IIGTNGNHM. The MHC is HLA-A02:01 with pseudo-sequence HLA-A02:01. The binding affinity (normalized) is 0. (6) The peptide sequence is PVVPNAPPA. The binding affinity (normalized) is 0.0641. The MHC is HLA-A02:01 with pseudo-sequence HLA-A02:01. (7) The MHC is HLA-B07:02 with pseudo-sequence HLA-B07:02. The peptide sequence is RVYLQGHGY. The binding affinity (normalized) is 0.0847. (8) The peptide sequence is SQSDTVFDY. The MHC is HLA-A30:02 with pseudo-sequence HLA-A30:02. The binding affinity (normalized) is 0.917.